Dataset: Catalyst prediction with 721,799 reactions and 888 catalyst types from USPTO. Task: Predict which catalyst facilitates the given reaction. (1) Reactant: [Cl:1][C:2]1[N:3]=[C:4]([NH:11][CH2:12][CH:13]2[CH2:16][N:15]([C:17]([O:19]C(C)(C)C)=O)[CH2:14]2)[C:5]2[CH:10]=[CH:9][S:8][C:6]=2[N:7]=1.F[C:25](F)(F)[C:26](O)=O.C(N(CC)C(C)C)(C)C.C(Cl)(=O)C=C. Product: [Cl:1][C:2]1[N:3]=[C:4]([NH:11][CH2:12][CH:13]2[CH2:14][N:15]([C:17](=[O:19])[CH:25]=[CH2:26])[CH2:16]2)[C:5]2[CH:10]=[CH:9][S:8][C:6]=2[N:7]=1. The catalyst class is: 46. (2) Reactant: [Cl:1][C:2]1[CH:7]=[CH:6][C:5]([C:8]#[C:9][CH2:10][CH2:11][CH2:12][C:13]2([S:20]([C:23]3[CH:28]=[CH:27][C:26]([I:29])=[CH:25][CH:24]=3)(=[O:22])=[O:21])[S:17][C:16](=[O:18])[NH:15][C:14]2=[O:19])=[CH:4][CH:3]=1.[N+:30]([C:33]1[CH:40]=[CH:39][C:36]([CH2:37]Br)=[CH:35][CH:34]=1)([O-:32])=[O:31].C(=O)([O-])[O-].[K+].[K+]. Product: [Cl:1][C:2]1[CH:7]=[CH:6][C:5]([C:8]#[C:9][CH2:10][CH2:11][CH2:12][C:13]2([S:20]([C:23]3[CH:24]=[CH:25][C:26]([I:29])=[CH:27][CH:28]=3)(=[O:21])=[O:22])[S:17][C:16](=[O:18])[N:15]([CH2:37][C:36]3[CH:39]=[CH:40][C:33]([N+:30]([O-:32])=[O:31])=[CH:34][CH:35]=3)[C:14]2=[O:19])=[CH:4][CH:3]=1. The catalyst class is: 3. (3) Reactant: [CH2:1]([O:8][C:9]1[CH:14]=[CH:13][N:12]([C:15]2[CH:16]=[C:17]3[C:21](=[CH:22][CH:23]=2)[NH:20][N:19]=[CH:18]3)[C:11](=[O:24])[CH:10]=1)[C:2]1[CH:7]=[CH:6][CH:5]=[CH:4][CH:3]=1.Cl[CH2:26][CH2:27][N:28]1[CH2:33][CH2:32][O:31][CH2:30][CH2:29]1.C([O-])([O-])=O.[Cs+].[Cs+]. Product: [CH2:1]([O:8][C:9]1[CH:14]=[CH:13][N:12]([C:15]2[CH:16]=[C:17]3[C:21](=[CH:22][CH:23]=2)[N:20]([CH2:26][CH2:27][N:28]2[CH2:33][CH2:32][O:31][CH2:30][CH2:29]2)[N:19]=[CH:18]3)[C:11](=[O:24])[CH:10]=1)[C:2]1[CH:7]=[CH:6][CH:5]=[CH:4][CH:3]=1. The catalyst class is: 58. (4) Reactant: Br[CH2:2][C:3]([CH2:5]Br)=[O:4].[C:7]1([OH:13])[CH:12]=[CH:11][CH:10]=[CH:9][CH:8]=1.[F-].[K+]. Product: [O:4]([CH2:8][C:7]([CH2:12][O:13][C:7]1[CH:12]=[CH:11][CH:10]=[CH:9][CH:8]=1)=[O:13])[C:3]1[CH:5]=[CH:11][CH:10]=[CH:9][CH:2]=1. The catalyst class is: 9.